Dataset: Reaction yield outcomes from USPTO patents with 853,638 reactions. Task: Predict the reaction yield, written as a fraction of the theoretical maximum amount of product (1.0 means a 100% yield; for example, 0.34 means a 34% yield). (1) The reactants are [Cl:1][C:2]1[CH:3]=[C:4]([CH:9]([C:28]([F:31])([F:30])[F:29])/[CH:10]=[CH:11]/[C:12]2[CH:13]=[CH:14][C:15]([N:23]3[CH:27]=[N:26][CH:25]=[N:24]3)=[C:16]([CH:22]=2)[C:17]([O:19]CC)=[O:18])[CH:5]=[C:6]([Cl:8])[CH:7]=1. The catalyst is Cl. The product is [Cl:8][C:6]1[CH:5]=[C:4]([CH:9]([C:28]([F:29])([F:31])[F:30])/[CH:10]=[CH:11]/[C:12]2[CH:13]=[CH:14][C:15]([N:23]3[CH:27]=[N:26][CH:25]=[N:24]3)=[C:16]([CH:22]=2)[C:17]([OH:19])=[O:18])[CH:3]=[C:2]([Cl:1])[CH:7]=1. The yield is 0.600. (2) The reactants are [CH:1]([C:4]1[C:8]([CH2:9][CH2:10][C:11]([O:13][CH3:14])=[O:12])=[CH:7][NH:6][N:5]=1)([CH3:3])[CH3:2].Cl[C:16]1[N:17]=[N:18][C:19]([C:22]([F:25])([F:24])[F:23])=[CH:20][CH:21]=1.[H-].[Na+].Cl. The catalyst is CN(C)C=O. The product is [CH:1]([C:4]1[C:8]([CH2:9][CH2:10][C:11]([O:13][CH3:14])=[O:12])=[CH:7][N:6]([C:16]2[N:17]=[N:18][C:19]([C:22]([F:25])([F:24])[F:23])=[CH:20][CH:21]=2)[N:5]=1)([CH3:3])[CH3:2]. The yield is 0.760. (3) The yield is 0.995. The catalyst is [Pt].C(OCC)(=O)C. The product is [F:1][C:2]1[CH:26]=[C:25]([O:27][C:28]([F:30])([F:29])[F:31])[CH:24]=[CH:23][C:3]=1[CH2:4][NH:5][C:6]1[C:7]([NH2:20])=[CH:8][CH:9]=[C:10]([O:12][CH2:13][C:14]2[CH:18]=[CH:17][N:16]([CH3:19])[N:15]=2)[CH:11]=1. The reactants are [F:1][C:2]1[CH:26]=[C:25]([O:27][C:28]([F:31])([F:30])[F:29])[CH:24]=[CH:23][C:3]=1[CH2:4][NH:5][C:6]1[CH:11]=[C:10]([O:12][CH2:13][C:14]2[CH:18]=[CH:17][N:16]([CH3:19])[N:15]=2)[CH:9]=[CH:8][C:7]=1[N+:20]([O-])=O.N#N. (4) The reactants are [C@]12(CS(O)(=O)=O)C(C)(C)C(CC1)CC2=O.[NH2:16][C:17]1[CH:43]=[CH:42][C:20]([O:21][C:22]2[N:27]=[CH:26][N:25]=[C:24]([NH:28][C:29]([N:31]3[CH2:36][CH2:35][N:34]([CH:37]4[CH2:40][N:39]([CH3:41])[CH2:38]4)[CH2:33][CH2:32]3)=[O:30])[CH:23]=2)=[C:19]([F:44])[CH:18]=1.[F:45][C:46]1[CH:51]=[CH:50][C:49]([CH2:52][C:53]([N:55]=[C:56]=[S:57])=[O:54])=[CH:48][CH:47]=1. The catalyst is C(O)C.C1(C)C=CC=CC=1. The product is [F:44][C:19]1[CH:18]=[C:17]([NH:16][C:56]([NH:55][C:53](=[O:54])[CH2:52][C:49]2[CH:50]=[CH:51][C:46]([F:45])=[CH:47][CH:48]=2)=[S:57])[CH:43]=[CH:42][C:20]=1[O:21][C:22]1[N:27]=[CH:26][N:25]=[C:24]([NH:28][C:29]([N:31]2[CH2:32][CH2:33][N:34]([CH:37]3[CH2:40][N:39]([CH3:41])[CH2:38]3)[CH2:35][CH2:36]2)=[O:30])[CH:23]=1. The yield is 0.169. (5) The reactants are C[O:2][C:3]1[CH:51]=[CH:50][CH:49]=[CH:48][C:4]=1[CH2:5][N:6]1[CH:10]=[CH:9][C:8]([C:11]2[C:19]3[C:18]([NH:20][C@H:21]([C:23]4[N:28]([C:29]5[CH:34]=[CH:33][CH:32]=[CH:31][CH:30]=5)[C:27](=[O:35])[C:26]5=[C:36]([CH3:39])[CH:37]=[CH:38][N:25]5[N:24]=4)[CH3:22])=[N:17][CH:16]=[N:15][C:14]=3[N:13](COCC[Si](C)(C)C)[CH:12]=2)=[N:7]1.B(Br)(Br)Br.N. The catalyst is ClCCl. The product is [OH:2][C:3]1[CH:51]=[CH:50][CH:49]=[CH:48][C:4]=1[CH2:5][N:6]1[CH:10]=[CH:9][C:8]([C:11]2[C:19]3[C:18]([NH:20][C@H:21]([C:23]4[N:28]([C:29]5[CH:34]=[CH:33][CH:32]=[CH:31][CH:30]=5)[C:27](=[O:35])[C:26]5=[C:36]([CH3:39])[CH:37]=[CH:38][N:25]5[N:24]=4)[CH3:22])=[N:17][CH:16]=[N:15][C:14]=3[NH:13][CH:12]=2)=[N:7]1. The yield is 0.480. (6) The reactants are [F:1][C:2]1[C:3]([CH2:30][CH2:31][C:32]2[S:33][CH:34]=[C:35]([CH:37]([CH3:39])[CH3:38])[N:36]=2)=[CH:4][C:5]2[N:6]([CH:29]=1)[C:7](=[O:28])[C:8](/[CH:19]=[CH:20]/[C:21]([O:23][C:24]([CH3:27])([CH3:26])[CH3:25])=[O:22])=[C:9]([N:11]1[CH2:16][CH2:15][CH2:14][CH:13](C=O)[CH2:12]1)[N:10]=2.C[O-:41].[Na+].O. The catalyst is CO. The product is [F:1][C:2]1[C:3]([CH2:30][CH2:31][C:32]2[S:33][CH:34]=[C:35]([CH:37]([CH3:39])[CH3:38])[N:36]=2)=[CH:4][C:5]2[N:6]([CH:29]=1)[C:7](=[O:28])[C:8](/[CH:19]=[CH:20]/[C:21]([O:23][C:24]([CH3:27])([CH3:26])[CH3:25])=[O:22])=[C:9]([N:11]1[CH2:16][CH2:15][CH2:14][CH:13]([OH:41])[CH2:12]1)[N:10]=2. The yield is 0.650.